This data is from Full USPTO retrosynthesis dataset with 1.9M reactions from patents (1976-2016). The task is: Predict the reactants needed to synthesize the given product. (1) Given the product [CH2:1]([O:3][C:4]1[CH:9]=[C:8]([C:30]2[CH:35]=[CH:34][C:33]([CH2:36][C:37]([NH:39][C:40]3[O:44][N:43]=[C:42]([C:45]([CH3:50])([CH3:51])[C:46]([F:49])([F:48])[F:47])[CH:41]=3)=[O:38])=[C:32]([F:52])[CH:31]=2)[CH:7]=[N:6][C:5]=1[O:19][CH2:20][C:21]1[CH:22]=[CH:23][C:24]([O:27][CH3:28])=[CH:25][CH:26]=1)[CH3:2], predict the reactants needed to synthesize it. The reactants are: [CH2:1]([O:3][C:4]1[C:5]([O:19][CH2:20][C:21]2[CH:26]=[CH:25][C:24]([O:27][CH3:28])=[CH:23][CH:22]=2)=[N:6][CH:7]=[C:8](B2OC(C)(C)C(C)(C)O2)[CH:9]=1)[CH3:2].Br[C:30]1[CH:35]=[CH:34][C:33]([CH2:36][C:37]([NH:39][C:40]2[O:44][N:43]=[C:42]([C:45]([CH3:51])([CH3:50])[C:46]([F:49])([F:48])[F:47])[CH:41]=2)=[O:38])=[C:32]([F:52])[CH:31]=1.C([O-])([O-])=O.[Cs+].[Cs+]. (2) Given the product [Br:1][C:2]1[CH:3]=[C:4]2[C:9](=[CH:10][C:11]=1[O:12][CH3:13])[C:8](=[O:14])[NH:7][C:6](=[O:15])[C:5]2=[CH:16][NH:32][C:29]1[CH:28]=[CH:27][C:26]([N:23]2[CH2:22][CH2:21][N:20]([CH3:19])[CH2:25][CH2:24]2)=[CH:31][CH:30]=1, predict the reactants needed to synthesize it. The reactants are: [Br:1][C:2]1[CH:3]=[C:4]2[C:9](=[CH:10][C:11]=1[O:12][CH3:13])[C:8](=[O:14])[NH:7][C:6](=[O:15])/[C:5]/2=[CH:16]/OC.[CH3:19][N:20]1[CH2:25][CH2:24][N:23]([C:26]2[CH:31]=[CH:30][C:29]([NH2:32])=[CH:28][CH:27]=2)[CH2:22][CH2:21]1. (3) Given the product [C:1]([NH:8][C@H:9]([C:18]([OH:20])=[O:19])[CH2:10][C:11]1[CH:12]=[CH:13][C:14]([O:17][CH2:26][C:27]2[CH:32]=[CH:31][CH:30]=[CH:29][CH:28]=2)=[CH:15][CH:16]=1)([O:3][C:4]([CH3:5])([CH3:7])[CH3:6])=[O:2], predict the reactants needed to synthesize it. The reactants are: [C:1]([NH:8][C@H:9]([C:18]([OH:20])=[O:19])[CH2:10][C:11]1[CH:16]=[CH:15][C:14]([OH:17])=[CH:13][CH:12]=1)([O:3][C:4]([CH3:7])([CH3:6])[CH3:5])=[O:2].C[O-].[Na+].CO.[CH2:26](Cl)[C:27]1[CH:32]=[CH:31][CH:30]=[CH:29][CH:28]=1.O.